This data is from Full USPTO retrosynthesis dataset with 1.9M reactions from patents (1976-2016). The task is: Predict the reactants needed to synthesize the given product. Given the product [Cl:48][CH2:49][C:50]1[N:52]=[C:24]([C:4]2[CH:5]=[C:6]3[C:10](=[C:2]([CH3:1])[CH:3]=2)[C:9](=[O:11])[N:8]([CH2:12][C:13]2[CH:18]=[CH:17][C:16]([O:19][C:20]([F:23])([F:21])[F:22])=[CH:15][CH:14]=2)[CH2:7]3)[O:25][N:51]=1, predict the reactants needed to synthesize it. The reactants are: [CH3:1][C:2]1[CH:3]=[C:4]([C:24](O)=[O:25])[CH:5]=[C:6]2[C:10]=1[C:9](=[O:11])[N:8]([CH2:12][C:13]1[CH:18]=[CH:17][C:16]([O:19][C:20]([F:23])([F:22])[F:21])=[CH:15][CH:14]=1)[CH2:7]2.CCN=C=NCCCN(C)C.C1C=CC2N(O)N=NC=2C=1.[Cl:48][CH2:49][C:50]([NH:52]O)=[NH:51].